From a dataset of Full USPTO retrosynthesis dataset with 1.9M reactions from patents (1976-2016). Predict the reactants needed to synthesize the given product. (1) Given the product [CH2:1]([CH:3]1[C:11]2[C:10]3[CH2:12][CH2:13][NH:14][CH2:15][CH2:16][C:9]=3[CH:8]=[CH:7][C:6]=2[O:5][CH2:4]1)[CH3:2], predict the reactants needed to synthesize it. The reactants are: [CH2:1]([CH:3]1[C:11]2[C:10]3[CH2:12][CH2:13][N:14](C(=O)C(F)(F)F)[CH2:15][CH2:16][C:9]=3[CH:8]=[CH:7][C:6]=2[O:5][CH2:4]1)[CH3:2].C([O-])([O-])=O.[K+].[K+]. (2) Given the product [C:14]([Si:1]([O:18][CH2:19][CH2:20][C@H:21]([CH3:24])[CH2:22][S:47][C:38]1[CH:39]=[CH:40][C:41]2[C:46](=[CH:45][CH:44]=[CH:43][CH:42]=2)[CH:37]=1)([C:8]1[CH:13]=[CH:12][CH:11]=[CH:10][CH:9]=1)[C:2]1[CH:3]=[CH:4][CH:5]=[CH:6][CH:7]=1)([CH3:17])([CH3:15])[CH3:16], predict the reactants needed to synthesize it. The reactants are: [Si:1]([O:18][CH2:19][CH2:20][C@H:21]([CH3:24])[CH2:22]O)([C:14]([CH3:17])([CH3:16])[CH3:15])([C:8]1[CH:13]=[CH:12][CH:11]=[CH:10][CH:9]=1)[C:2]1[CH:7]=[CH:6][CH:5]=[CH:4][CH:3]=1.C(N(CC)CC)C.CS(Cl)(=O)=O.[CH:37]1[C:46]2[C:41](=[CH:42][CH:43]=[CH:44][CH:45]=2)[CH:40]=[CH:39][C:38]=1[SH:47].[H-].[Na+]. (3) The reactants are: C([O:3][C:4]([C:6]1([S:26]([C:29]2[CH:34]=[CH:33][C:32]([O:35][CH2:36][CH2:37][CH2:38][CH3:39])=[CH:31][CH:30]=2)(=[O:28])=[O:27])[CH2:11][CH2:10][N:9]([CH2:12][C:13]2[CH:18]=[CH:17][CH:16]=[C:15]([O:19][C:20]3[CH:25]=[CH:24][CH:23]=[CH:22][CH:21]=3)[CH:14]=2)[CH2:8][CH2:7]1)=[O:5])C. Given the product [CH2:36]([O:35][C:32]1[CH:33]=[CH:34][C:29]([S:26]([C:6]2([C:4]([OH:5])=[O:3])[CH2:7][CH2:8][N:9]([CH2:12][C:13]3[CH:18]=[CH:17][CH:16]=[C:15]([O:19][C:20]4[CH:25]=[CH:24][CH:23]=[CH:22][CH:21]=4)[CH:14]=3)[CH2:10][CH2:11]2)(=[O:28])=[O:27])=[CH:30][CH:31]=1)[CH2:37][CH2:38][CH3:39], predict the reactants needed to synthesize it. (4) Given the product [CH2:15]([O:17][C:18]([CH:20]1[CH2:21][CH2:22][N:23]([C:26]2[CH:27]=[CH:28][C:29]([C:32](=[O:33])[NH:12][C:9]3[CH:10]=[C:11]4[C:6]([CH:5]=[CH:4][N:3]4[CH2:1][CH3:2])=[CH:7][CH:8]=3)=[CH:30][CH:31]=2)[CH2:24][CH2:25]1)=[O:19])[CH3:16], predict the reactants needed to synthesize it. The reactants are: [CH2:1]([N:3]1[C:11]2[C:6](=[CH:7][CH:8]=[C:9]([N+:12]([O-])=O)[CH:10]=2)[CH:5]=[CH:4]1)[CH3:2].[CH2:15]([O:17][C:18]([CH:20]1[CH2:25][CH2:24][N:23]([C:26]2[CH:31]=[CH:30][C:29]([C:32](O)=[O:33])=[CH:28][CH:27]=2)[CH2:22][CH2:21]1)=[O:19])[CH3:16].CCN=C=NCCCN(C)C.CCOC(C)=O. (5) Given the product [F:11][C:12]1[CH:21]=[C:20]([F:22])[CH:19]=[CH:18][C:13]=1[C:14]1[N:1]=[C:2]2[CH:10]=[CH:9][C:5]([C:6]([NH2:8])=[O:7])=[CH:4][N:3]2[CH:15]=1, predict the reactants needed to synthesize it. The reactants are: [NH2:1][C:2]1[CH:10]=[CH:9][C:5]([C:6]([NH2:8])=[O:7])=[CH:4][N:3]=1.[F:11][C:12]1[CH:21]=[C:20]([F:22])[CH:19]=[CH:18][C:13]=1[C:14](=O)[CH2:15]Br.[OH-].[Na+].C(Cl)Cl. (6) Given the product [C:3]1([C@@H:9]2[O:14][C@@H:13]([CH2:15][O:16][CH2:32][CH2:31][CH2:30][CH2:29][CH2:28][CH2:27][CH2:26][CH2:25][CH2:24][CH2:23][CH2:22][CH2:21][CH2:20][CH2:19][CH2:18][CH3:17])[CH2:12][CH2:11][O:10]2)[CH:4]=[CH:5][CH:6]=[CH:7][CH:8]=1, predict the reactants needed to synthesize it. The reactants are: [H-].[Na+].[C:3]1([C@@H:9]2[O:14][C@@H:13]([CH2:15][OH:16])[CH2:12][CH2:11][O:10]2)[CH:8]=[CH:7][CH:6]=[CH:5][CH:4]=1.[CH2:17](Br)[CH2:18][CH2:19][CH2:20][CH2:21][CH2:22][CH2:23][CH2:24][CH2:25][CH2:26][CH2:27][CH2:28][CH2:29][CH2:30][CH2:31][CH3:32]. (7) Given the product [Si:20]([O:14][CH2:13][C@@H:12]([NH:11][C:2]1[N:3]=[CH:4][C:5]2[CH2:10][CH2:9][NH:8][CH2:7][C:6]=2[N:1]=1)[CH3:15])([C:17]([CH3:19])([CH3:18])[CH3:16])([CH3:22])[CH3:21], predict the reactants needed to synthesize it. The reactants are: [N:1]1[C:6]2[CH2:7][NH:8][CH2:9][CH2:10][C:5]=2[CH:4]=[N:3][C:2]=1[NH:11][C@@H:12]([CH3:15])[CH2:13][OH:14].[CH3:16][C:17]([Si:20](Cl)([CH3:22])[CH3:21])([CH3:19])[CH3:18].C(Cl)Cl.